This data is from Catalyst prediction with 721,799 reactions and 888 catalyst types from USPTO. The task is: Predict which catalyst facilitates the given reaction. (1) Reactant: [Br:1][C:2]1[C:7]([Cl:8])=[CH:6][CH:5]=[C:4](I)[N:3]=1.[C:10]1(B(O)O)[CH:15]=[CH:14][CH:13]=[CH:12][CH:11]=1.C(=O)([O-])[O-].[K+].[K+]. Product: [Br:1][C:2]1[C:7]([Cl:8])=[CH:6][CH:5]=[C:4]([C:10]2[CH:15]=[CH:14][CH:13]=[CH:12][CH:11]=2)[N:3]=1. The catalyst class is: 10. (2) Reactant: [NH:1]1CCNCC1.[Cl:7][C:8]1[C:13]([N+:14]([O-])=O)=[CH:12][CH:11]=[CH:10][N:9]=1. Product: [Cl:7][C:8]1[C:13]([C:12]#[N:1])=[N:14][CH:11]=[CH:10][N:9]=1. The catalyst class is: 245.